Dataset: Retrosynthesis with 50K atom-mapped reactions and 10 reaction types from USPTO. Task: Predict the reactants needed to synthesize the given product. (1) Given the product Cc1cc(N(C)C(=O)N(C)[C@@H]2CN(C(=O)C3CCC(F)(F)CC3)C[C@H]2c2ccc(F)cc2)cc(C(F)(F)F)c1, predict the reactants needed to synthesize it. The reactants are: Cc1cc(N(C)C(=O)N(C)[C@@H]2CNC[C@H]2c2ccc(F)cc2)cc(C(F)(F)F)c1.O=C(O)C1CCC(F)(F)CC1. (2) Given the product O=C(CC(=O)OC(c1ccccc1)c1ccccc1)NC1=C(c2cnc(NC(=O)CCl)s2)CS(=O)C2C(Sc3ccc(Cl)c(Cl)c3)C(=O)N12, predict the reactants needed to synthesize it. The reactants are: O=C(CC(=O)OC(c1ccccc1)c1ccccc1)NC1=C(c2cnc(NC(=O)CCl)s2)CSC2C(Sc3ccc(Cl)c(Cl)c3)C(=O)N12.O=C([O-])O. (3) The reactants are: CC(C)(C)OC(=O)N1CCCCC1CCNc1nccc2oc(Cc3cc(Cl)ccc3-n3cncn3)nc12. Given the product Clc1ccc(-n2cncn2)c(Cc2nc3c(NCCC4CCCCN4)nccc3o2)c1, predict the reactants needed to synthesize it.